Dataset: Forward reaction prediction with 1.9M reactions from USPTO patents (1976-2016). Task: Predict the product of the given reaction. (1) Given the reactants [CH3:1][C@H:2]1[C@@:11]2([CH3:27])[C@H:12]([O:22][C:23]([CH2:25][OH:26])=[O:24])[CH2:13][C@:14]([CH:20]=[CH2:21])([CH3:19])[C@@H:15]([OH:18])[C@H:16]([CH3:17])[C@:5]3([C@@H:10]2[C:8](=[O:9])[CH2:7][CH2:6]3)[CH2:4][CH2:3]1.CCN(CC)CC.C1(C)C=CC=CC=1.[CH3:42][S:43](Cl)(=[O:45])=[O:44], predict the reaction product. The product is: [CH3:1][C@H:2]1[C@@:11]2([CH3:27])[C@H:12]([O:22][C:23]([CH2:25][OH:26])=[O:24])[CH2:13][C@:14]([CH:20]=[CH2:21])([CH3:19])[C@@H:15]([OH:18])[C@H:16]([CH3:17])[C@:5]3([C@@H:10]2[C:8](=[O:9])[CH2:7][CH2:6]3)[CH2:4][CH2:3]1.[S:43]([O-:45])(=[O:9])(=[O:44])[CH3:42]. (2) Given the reactants [Si]([O:18][C:19]1[CH:51]=[CH:50][C:22]([O:23][CH2:24][C@@H:25]([OH:49])[CH2:26][NH:27][CH2:28][CH2:29][C:30]2[CH:35]=[CH:34][C:33]([N:36]3[C:40]4=[N:41][CH:42]=[CH:43][CH:44]=[C:39]4[N:38]([C:45]([CH3:47])=[CH2:46])[C:37]3=[O:48])=[CH:32][CH:31]=2)=[CH:21][CH:20]=1)(C(C)(C)C)(C1C=CC=CC=1)C1C=CC=CC=1, predict the reaction product. The product is: [OH:49][C@H:25]([CH2:24][O:23][C:22]1[CH:50]=[CH:51][C:19]([OH:18])=[CH:20][CH:21]=1)[CH2:26][NH:27][CH2:28][CH2:29][C:30]1[CH:35]=[CH:34][C:33]([N:36]2[C:40]3=[N:41][CH:42]=[CH:43][CH:44]=[C:39]3[N:38]([C:45]([CH3:47])=[CH2:46])[C:37]2=[O:48])=[CH:32][CH:31]=1. (3) Given the reactants [CH2:1]([N:8]1[C:16]2[C:11](=[CH:12][C:13]([NH2:17])=[CH:14][CH:15]=2)[CH:10]=[CH:9]1)[C:2]1[CH:7]=[CH:6][CH:5]=[CH:4][CH:3]=1.Cl[C:19]1[N:20]=[N:21][C:22]([Cl:28])=[CH:23][C:24]=1[C:25]([OH:27])=[O:26].C[Si]([N-][Si](C)(C)C)(C)C.[Li+].C(OCC)(=O)C, predict the reaction product. The product is: [CH2:1]([N:8]1[C:16]2[C:11](=[CH:12][C:13]([NH:17][C:19]3[N:20]=[N:21][C:22]([Cl:28])=[CH:23][C:24]=3[C:25]([OH:27])=[O:26])=[CH:14][CH:15]=2)[CH:10]=[CH:9]1)[C:2]1[CH:3]=[CH:4][CH:5]=[CH:6][CH:7]=1. (4) The product is: [OH:8][C:9]1[C:68]([OH:69])=[C:67]([C:77]([OH:79])=[O:78])[CH:66]=[CH:65][C:10]=1[C:11]([NH:13][CH:14]([CH2:21][N:22]([CH2:23][CH2:24][NH:25][C:26]([C:28]1[CH:33]=[C:32]([CH3:34])[NH:31][C:30](=[O:35])[C:29]=1[OH:36])=[O:27])[CH2:44][CH2:45][NH:46][C:47]([C:49]1[CH:54]=[C:53]([CH3:55])[NH:52][C:51](=[O:56])[C:50]=1[OH:57])=[O:48])[CH2:15][CH2:16][CH2:17][C:18]([OH:20])=[O:19])=[O:12]. Given the reactants C([O:8][C:9]1[C:68]([O:69]CC2C=CC=CC=2)=[C:67]([C:77]([OH:79])=[O:78])[CH:66]=[CH:65][C:10]=1[C:11]([NH:13][CH:14]([CH2:21][N:22]([CH2:44][CH2:45][NH:46][C:47]([C:49]1[CH:54]=[C:53]([CH3:55])[NH:52][C:51](=[O:56])[C:50]=1[O:57]CC1C=CC=CC=1)=[O:48])[CH2:23][CH2:24][NH:25][C:26]([C:28]1[CH:33]=[C:32]([CH3:34])[NH:31][C:30](=[O:35])[C:29]=1[O:36]CC1C=CC=CC=1)=[O:27])[CH2:15][CH2:16][CH2:17][C:18]([OH:20])=[O:19])=[O:12])C1C=CC=CC=1.Cl, predict the reaction product.